From a dataset of Forward reaction prediction with 1.9M reactions from USPTO patents (1976-2016). Predict the product of the given reaction. (1) Given the reactants C1N(CCO)CCN(CCS(O)(=O)=O)C1.[Cl-].[Na+].[P:18]([O-:22])([O-:21])([O-:20])=[O:19].[Na+].[Na+].[Na+].[Cl-].[Ca+2:27].[Cl-], predict the reaction product. The product is: [P:18]([O-:22])([O-:21])([O-:20])=[O:19].[Ca+2:27].[P:18]([O-:22])([O-:21])([O-:20])=[O:19].[Ca+2:27].[Ca+2:27]. (2) Given the reactants [CH2:1]([N:3]([CH2:30][CH3:31])[CH2:4][CH2:5][NH:6][C:7]([C:9]1[C:17]2[CH2:16][CH2:15][CH2:14]/[C:13](=[C:18]3/[C:19](=[O:28])[NH:20][C:21]4[C:26]/3=[CH:25][C:24]([F:27])=[CH:23][CH:22]=4)/[C:12]=2[NH:11][C:10]=1[CH3:29])=[O:8])[CH3:2].C(#N)C.[C:35]([OH:42])(=[O:41])[CH2:36][CH2:37][C:38]([OH:40])=[O:39], predict the reaction product. The product is: [C:35]([OH:42])(=[O:41])[CH2:36][CH2:37][C:38]([OH:40])=[O:39].[CH2:30]([N:3]([CH2:1][CH3:2])[CH2:4][CH2:5][NH:6][C:7]([C:9]1[C:17]2[CH2:16][CH2:15][CH2:14]/[C:13](=[C:18]3/[C:19](=[O:28])[NH:20][C:21]4[C:26]/3=[CH:25][C:24]([F:27])=[CH:23][CH:22]=4)/[C:12]=2[NH:11][C:10]=1[CH3:29])=[O:8])[CH3:31]. (3) The product is: [CH3:28][O:29]/[N:30]=[C:23](\[C:5]1[C:6]2[N:7]3[CH2:14][CH2:13][CH2:12][N:11]([C:15]4[CH:20]=[CH:19][C:18]([Cl:21])=[CH:17][C:16]=4[Cl:22])[C:8]3=[N:9][C:10]=2[C:2]([Cl:1])=[CH:3][CH:4]=1)/[CH2:24][CH3:25]. Given the reactants [Cl:1][C:2]1[C:10]2[N:9]=[C:8]3[N:11]([C:15]4[CH:20]=[CH:19][C:18]([Cl:21])=[CH:17][C:16]=4[Cl:22])[CH2:12][CH2:13][CH2:14][N:7]3[C:6]=2[C:5]([C:23](=O)[CH2:24][CH3:25])=[CH:4][CH:3]=1.Cl.[CH3:28][O:29][NH2:30].N1C=CC=CC=1, predict the reaction product. (4) Given the reactants [NH:1]1[C:5]2[CH:6]=[CH:7][C:8]([N:10]3[CH:14]([C:15]4[CH:20]=[CH:19][C:18]([O:21]C)=[CH:17][CH:16]=4)[CH2:13][NH:12][C:11]3=[O:23])=[CH:9][C:4]=2[N:3]=[CH:2]1.B(Br)(Br)Br, predict the reaction product. The product is: [NH:1]1[C:5]2[CH:6]=[CH:7][C:8]([N:10]3[CH:14]([C:15]4[CH:16]=[CH:17][C:18]([OH:21])=[CH:19][CH:20]=4)[CH2:13][NH:12][C:11]3=[O:23])=[CH:9][C:4]=2[N:3]=[CH:2]1. (5) Given the reactants [Br:1][C:2]1[C:3](C)=C(C=[CH:8][CH:9]=1)C#N.[CH3:11][Mg]Br.Cl.[CH2:15]1[CH2:19][O:18][CH2:17][CH2:16]1, predict the reaction product. The product is: [Br:1][C:2]1[C:9]([CH3:8])=[C:16]([C:17](=[O:18])[CH3:11])[CH:15]=[CH:19][CH:3]=1. (6) Given the reactants [CH3:1][CH2:2][CH2:3][CH2:4][CH2:5][CH2:6][CH2:7][CH2:8][CH:9]=[CH:10][CH2:11][CH2:12][CH2:13][CH2:14][CH2:15][CH2:16][CH2:17][CH3:18].[C:19]1(C)C=CC=C(C=CCC)C=1, predict the reaction product. The product is: [C:2]1([CH3:1])[CH:3]=[CH:4][CH:5]=[CH:6][C:7]=1[CH2:8][CH2:9][CH:10]=[CH:11][CH2:12][CH2:13][CH2:14][CH2:15][CH2:16][CH2:17][CH2:18][CH3:19]. (7) Given the reactants [C:1]([O:5][C:6]([NH:8][C@H:9]([C:11]([OH:13])=O)[CH3:10])=[O:7])([CH3:4])([CH3:3])[CH3:2].C(N(CC)CC)C.ClC(OC(C)C)=O.C1(C)C=CC=CC=1.[NH2:35][CH2:36][CH:37]([OH:39])[CH3:38], predict the reaction product. The product is: [C:1]([O:5][C:6](=[O:7])[NH:8][C@H:9]([C:11](=[O:13])[NH:35][CH2:36][CH:37]([OH:39])[CH3:38])[CH3:10])([CH3:2])([CH3:3])[CH3:4]. (8) Given the reactants C([O:5][C:6](=[O:40])[CH2:7][O:8][C:9]1[CH:14]=[CH:13][C:12]([Cl:15])=[CH:11][C:10]=1[CH2:16][NH:17][C:18]1[N:26]=[CH:25][N:24]=[C:23]2[C:19]=1[N:20]=[CH:21][N:22]2[C@H:27]1[C@H:31]([OH:32])[C@H:30]([N:33]=[N+:34]=[N-:35])[C@@H:29]([C:36](=[O:39])[NH:37][CH3:38])[O:28]1)(C)(C)C.FC(F)(F)C(O)=O, predict the reaction product. The product is: [N:33]([C@@H:30]1[C@@H:29]([C:36](=[O:39])[NH:37][CH3:38])[O:28][C@@H:27]([N:22]2[CH:21]=[N:20][C:19]3[C:23]2=[N:24][CH:25]=[N:26][C:18]=3[NH:17][CH2:16][C:10]2[CH:11]=[C:12]([Cl:15])[CH:13]=[CH:14][C:9]=2[O:8][CH2:7][C:6]([OH:40])=[O:5])[C@@H:31]1[OH:32])=[N+:34]=[N-:35]. (9) The product is: [N:41]([CH2:44][CH2:45][NH:46][C:15]([C:12]1[CH:13]=[CH:14][C:9]([C:3]2[CH:4]=[CH:5][C:6]([F:8])=[CH:7][C:2]=2[F:1])=[CH:10][C:11]=1[OH:18])=[O:17])=[N+:42]=[N-:43]. Given the reactants [F:1][C:2]1[CH:7]=[C:6]([F:8])[CH:5]=[CH:4][C:3]=1[C:9]1[CH:14]=[CH:13][C:12]([C:15]([OH:17])=O)=[C:11]([OH:18])[CH:10]=1.C1(N=C=NC2CCCCC2)CCCCC1.CN1CCOCC1.[N:41]([CH2:44][CH2:45][NH2:46])=[N+:42]=[N-:43], predict the reaction product. (10) Given the reactants [F:1][C:2]([F:7])([F:6])[C:3]([OH:5])=[O:4].[F:8][C:9]([F:14])([F:13])[C:10]([OH:12])=[O:11].FC(F)(F)C(O)=O.[Cl:22][C:23]1[CH:24]=[N:25][C:26]2[NH:27][C:28]3[CH:29]=[N:30][CH:31]=[C:32]([CH:54]=3)[CH2:33][CH2:34][C:35]3[CH:43]=[C:39]([NH:40][C:41]=1[N:42]=2)[CH:38]=[CH:37][C:36]=3[NH:44][C:45](=[O:53])[CH2:46][CH:47]1[CH2:52][CH2:51][NH:50][CH2:49][CH2:48]1.[C:55]1([N:61]=[C:62]=[O:63])[CH:60]=[CH:59][CH:58]=[CH:57][CH:56]=1, predict the reaction product. The product is: [F:1][C:2]([F:7])([F:6])[C:3]([OH:5])=[O:4].[F:8][C:9]([F:14])([F:13])[C:10]([OH:12])=[O:11].[Cl:22][C:23]1[CH:24]=[N:25][C:26]2[NH:27][C:28]3[CH:29]=[N:30][CH:31]=[C:32]([CH:54]=3)[CH2:33][CH2:34][C:35]3[CH:43]=[C:39]([NH:40][C:41]=1[N:42]=2)[CH:38]=[CH:37][C:36]=3[NH:44][C:45](=[O:53])[CH2:46][CH:47]1[CH2:52][CH2:51][N:50]([C:62]([NH:61][C:55]2[CH:60]=[CH:59][CH:58]=[CH:57][CH:56]=2)=[O:63])[CH2:49][CH2:48]1.